This data is from NCI-60 drug combinations with 297,098 pairs across 59 cell lines. The task is: Regression. Given two drug SMILES strings and cell line genomic features, predict the synergy score measuring deviation from expected non-interaction effect. (1) Drug 1: CN(CCCl)CCCl.Cl. Drug 2: C1CNP(=O)(OC1)N(CCCl)CCCl. Cell line: UACC-257. Synergy scores: CSS=3.72, Synergy_ZIP=0.147, Synergy_Bliss=1.65, Synergy_Loewe=-6.15, Synergy_HSA=-2.22. (2) Cell line: MALME-3M. Drug 2: CCC1(CC2CC(C3=C(CCN(C2)C1)C4=CC=CC=C4N3)(C5=C(C=C6C(=C5)C78CCN9C7C(C=CC9)(C(C(C8N6C)(C(=O)OC)O)OC(=O)C)CC)OC)C(=O)OC)O.OS(=O)(=O)O. Synergy scores: CSS=45.4, Synergy_ZIP=9.07, Synergy_Bliss=9.88, Synergy_Loewe=10.2, Synergy_HSA=10.4. Drug 1: CC1=C(C=C(C=C1)NC2=NC=CC(=N2)N(C)C3=CC4=NN(C(=C4C=C3)C)C)S(=O)(=O)N.Cl.